From a dataset of Reaction yield outcomes from USPTO patents with 853,638 reactions. Predict the reaction yield, written as a fraction of the theoretical maximum amount of product (1.0 means a 100% yield; for example, 0.34 means a 34% yield). (1) The reactants are F[C:2]1[CH:7]=[CH:6][C:5]([N+:8]([O-:10])=[O:9])=[CH:4][CH:3]=1.[NH:11]1[CH2:16][CH2:15][C:14](=[O:17])[CH2:13][CH2:12]1. The catalyst is CN(C=O)C. The product is [N+:8]([C:5]1[CH:6]=[CH:7][C:2]([N:11]2[CH2:16][CH2:15][C:14](=[O:17])[CH2:13][CH2:12]2)=[CH:3][CH:4]=1)([O-:10])=[O:9]. The yield is 0.492. (2) The reactants are [Br:1][C:2]1[C:3]([CH3:12])=[C:4]([C:6]([N+:9]([O-])=O)=[CH:7][CH:8]=1)[NH2:5].[Sn](Cl)Cl.O.[OH-].[Na+]. The catalyst is CCO. The product is [Br:1][C:2]1[C:3]([CH3:12])=[C:4]([NH2:5])[C:6]([NH2:9])=[CH:7][CH:8]=1. The yield is 0.880. (3) The reactants are O([BH-](OC(C)=O)OC(C)=O)C(C)=O.[Na+].[Cl:15][C:16]1[N:21]=[C:20]([NH2:22])[CH:19]=[N:18][CH:17]=1.[CH:23]1([O:28][C:29]2[CH:30]=[C:31]([CH:34]=[CH:35][C:36]=2[O:37][CH3:38])[CH:32]=O)[CH2:27][CH2:26][CH2:25][CH2:24]1. The catalyst is ClCCCl.CC(O)=O. The product is [Cl:15][C:16]1[N:21]=[C:20]([NH:22][CH2:32][C:31]2[CH:34]=[CH:35][C:36]([O:37][CH3:38])=[C:29]([O:28][CH:23]3[CH2:27][CH2:26][CH2:25][CH2:24]3)[CH:30]=2)[CH:19]=[N:18][CH:17]=1. The yield is 0.100. (4) The reactants are [NH:1]1[C:5]2[CH:6]=[CH:7][C:8]([C:10]([OH:12])=O)=[CH:9][C:4]=2[N:3]=[CH:2]1.[O:13]1[CH2:18][CH:17]=[C:16]([C:19]2[CH:20]=[CH:21][C:22]3[CH2:23][C@H:24]4[C@@H:29]([C:30]=3[CH:31]=2)[CH2:28][CH2:27][CH2:26][NH:25]4)[CH2:15][CH2:14]1. No catalyst specified. The product is [N:1]1[C:5]2[CH:6]=[CH:7][C:8]([C:10]([N:25]3[CH2:26][CH2:27][CH2:28][C@@H:29]4[C:30]5[CH:31]=[C:19]([C:16]6[CH2:17][CH2:18][O:13][CH2:14][CH:15]=6)[CH:20]=[CH:21][C:22]=5[CH2:23][C@H:24]34)=[O:12])=[CH:9][C:4]=2[NH:3][CH:2]=1. The yield is 0.690. (5) The reactants are [CH2:1]([C:4]1[C:13]([N:14]([C@H:17]2[CH2:22][CH2:21][C@H:20]([NH:23][C:24]([O:26][C:27]([CH3:30])([CH3:29])[CH3:28])=[O:25])[CH2:19][CH2:18]2)[CH2:15][CH3:16])=[CH:12][CH:11]=[CH:10][C:5]=1[C:6]([O:8]C)=[O:7])[CH:2]=[CH2:3].[OH-].[Na+].Cl. The catalyst is CO. The product is [CH2:1]([C:4]1[C:13]([N:14]([C@H:17]2[CH2:18][CH2:19][C@H:20]([NH:23][C:24]([O:26][C:27]([CH3:28])([CH3:30])[CH3:29])=[O:25])[CH2:21][CH2:22]2)[CH2:15][CH3:16])=[CH:12][CH:11]=[CH:10][C:5]=1[C:6]([OH:8])=[O:7])[CH:2]=[CH2:3]. The yield is 1.00. (6) The reactants are [C:1]([O:4][C@@H:5]1[C@H:10]([O:11][C:12](=[O:14])[CH3:13])[C@@H:9]([O:15][C:16](=[O:18])[CH3:17])[C@H:8]([CH3:19])[O:7][C@H:6]1[O:20][C@@H:21]1[C@@H:30]([OH:31])[C@H:29]([CH3:32])[O:28][C@@:23]([C@H:33]2[O:62][C@H:61]([CH2:63][O:64][CH2:65][C:66]3[CH:71]=[CH:70][CH:69]=[CH:68][CH:67]=3)[C@@H:52]([O:53][CH2:54][C:55]3[CH:60]=[CH:59][CH:58]=[CH:57][CH:56]=3)[C@H:43]([O:44][CH2:45][C:46]3[CH:51]=[CH:50][CH:49]=[CH:48][CH:47]=3)[C@H:34]2[O:35][CH2:36][C:37]2[CH:42]=[CH:41][CH:40]=[CH:39][CH:38]=2)([O:24]CC=C)[C@@H:22]1[O:72][C:73](=[O:80])[C:74]1[CH:79]=[CH:78][CH:77]=[CH:76][CH:75]=1)(=[O:3])[CH3:2]. The product is [C:1]([O:4][C@@H:5]1[C@H:10]([O:11][C:12](=[O:14])[CH3:13])[C@@H:9]([O:15][C:16](=[O:18])[CH3:17])[C@H:8]([CH3:19])[O:7][C@H:6]1[O:20][C@@H:21]1[C@@H:30]([OH:31])[C@H:29]([CH3:32])[O:28][C@@:23]([C@H:33]2[O:62][C@H:61]([CH2:63][O:64][CH2:65][C:66]3[CH:67]=[CH:68][CH:69]=[CH:70][CH:71]=3)[C@@H:52]([O:53][CH2:54][C:55]3[CH:60]=[CH:59][CH:58]=[CH:57][CH:56]=3)[C@H:43]([O:44][CH2:45][C:46]3[CH:51]=[CH:50][CH:49]=[CH:48][CH:47]=3)[C@H:34]2[O:35][CH2:36][C:37]2[CH:38]=[CH:39][CH:40]=[CH:41][CH:42]=2)([OH:24])[C@@H:22]1[O:72][C:73](=[O:80])[C:74]1[CH:79]=[CH:78][CH:77]=[CH:76][CH:75]=1)(=[O:3])[CH3:2]. The catalyst is C1COCC1. The yield is 0.800. (7) The catalyst is CN(C)C=O. The reactants are O=P(Cl)(Cl)Cl.[CH2:6]([N:8]([CH2:16][CH3:17])[C:9]1[CH:14]=[CH:13][CH:12]=[C:11]([CH3:15])[CH:10]=1)[CH3:7].[C:18]([O-])(=[O:20])C.[Na+]. The product is [CH2:16]([N:8]([CH2:6][CH3:7])[C:9]1[CH:14]=[CH:13][C:12]([CH:18]=[O:20])=[C:11]([CH3:15])[CH:10]=1)[CH3:17]. The yield is 0.810. (8) The reactants are [F:1][C:2]([F:9])([F:8])[C:3]1[CH:4]=[N:5][NH:6][CH:7]=1.Cl[CH2:11][C:12]([N:14]1[CH2:19][CH2:18][CH2:17][C:16]2[N:20]([C:23]3[CH:28]=[CH:27][C:26]([F:29])=[CH:25][CH:24]=3)[N:21]=[CH:22][C:15]1=2)=[O:13].C([O-])([O-])=O.[K+].[K+]. The catalyst is C1COCC1.CN(C=O)C. The product is [F:29][C:26]1[CH:27]=[CH:28][C:23]([N:20]2[C:16]3[CH2:17][CH2:18][CH2:19][N:14]([C:12](=[O:13])[CH2:11][N:5]4[CH:4]=[C:3]([C:2]([F:9])([F:8])[F:1])[CH:7]=[N:6]4)[C:15]=3[CH:22]=[N:21]2)=[CH:24][CH:25]=1. The yield is 1.00. (9) The reactants are [F:1][B-](F)(F)F.[Br:6][C:7]1[C:16]2[C:11](=[CH:12][CH:13]=[C:14]([O:17][CH3:18])[N:15]=2)[N:10]=[CH:9][C:8]=1[N+]#N. The catalyst is C1C2C(CCCC2)CCC1.C(Cl)(Cl)Cl. The product is [Br:6][C:7]1[C:16]2[C:11](=[CH:12][CH:13]=[C:14]([O:17][CH3:18])[N:15]=2)[N:10]=[CH:9][C:8]=1[F:1]. The yield is 0.400. (10) The reactants are O1C2C=CC=CC=2OB1.[Br:10][C:11]1[C:12]([N:27]2[CH2:32][CH2:31][CH:30]([C:33]([F:36])([F:35])[F:34])[CH2:29][CH2:28]2)=[C:13]([C:19](=[O:26])[C:20]([O:22][CH:23]([CH3:25])[CH3:24])=[O:21])[C:14]([CH3:18])=[N:15][C:16]=1[CH3:17].CB1N2CCC[C@@H]2C(C2C=CC=CC=2)(C2C=CC=CC=2)O1. The catalyst is C1(C)C=CC=CC=1. The product is [Br:10][C:11]1[C:12]([N:27]2[CH2:32][CH2:31][CH:30]([C:33]([F:36])([F:34])[F:35])[CH2:29][CH2:28]2)=[C:13]([CH:19]([OH:26])[C:20]([O:22][CH:23]([CH3:25])[CH3:24])=[O:21])[C:14]([CH3:18])=[N:15][C:16]=1[CH3:17]. The yield is 1.00.